This data is from Full USPTO retrosynthesis dataset with 1.9M reactions from patents (1976-2016). The task is: Predict the reactants needed to synthesize the given product. Given the product [CH3:1][O:2][C:3]1[CH:4]=[CH:5][CH:6]=[C:7]2[C:11]=1[CH:10]([NH:12][C:13]1[CH:22]=[CH:21][C:20]3[C:15](=[CH:16][CH:17]=[CH:18][C:19]=3[NH:23][S:26]([N:25]([CH3:30])[CH3:24])(=[O:28])=[O:27])[N:14]=1)[CH2:9][CH2:8]2, predict the reactants needed to synthesize it. The reactants are: [CH3:1][O:2][C:3]1[CH:4]=[CH:5][CH:6]=[C:7]2[C:11]=1[CH:10]([NH:12][C:13]1[CH:22]=[CH:21][C:20]3[C:19]([NH2:23])=[CH:18][CH:17]=[CH:16][C:15]=3[N:14]=1)[CH2:9][CH2:8]2.[CH3:24][N:25]([CH3:30])[S:26](Cl)(=[O:28])=[O:27].